From a dataset of Full USPTO retrosynthesis dataset with 1.9M reactions from patents (1976-2016). Predict the reactants needed to synthesize the given product. Given the product [CH2:15]([N:22]1[CH2:26][CH2:25][C:24]([C:2]2[CH:7]=[CH:6][C:5]([F:8])=[C:4]([F:9])[CH:3]=2)([OH:27])[CH2:23]1)[C:16]1[CH:17]=[CH:18][CH:19]=[CH:20][CH:21]=1, predict the reactants needed to synthesize it. The reactants are: Br[C:2]1[CH:7]=[CH:6][C:5]([F:8])=[C:4]([F:9])[CH:3]=1.C([Li])CCC.[CH2:15]([N:22]1[CH2:26][CH2:25][C:24](=[O:27])[CH2:23]1)[C:16]1[CH:21]=[CH:20][CH:19]=[CH:18][CH:17]=1.[Cl-].[NH4+].